This data is from Experimentally validated miRNA-target interactions with 360,000+ pairs, plus equal number of negative samples. The task is: Binary Classification. Given a miRNA mature sequence and a target amino acid sequence, predict their likelihood of interaction. The miRNA is hsa-miR-6744-5p with sequence UGGAUGACAGUGGAGGCCU. The protein sequence of the target gene is MQSFRERCGFHGKQQNYQQTSQETSRLENYRQPSQAGLSCDRQRLLAKDYYNPQPYPSYEGGAGTPSGTAAAVAADKYHRGSKALPTQQGLQGRPAFPGYGVQDSSPYPGRYAGEESLQAWGAPQPPPPQPQPLPAGVAKYDENLMKKTAVPPSRQYAEQGAQVPFRTHSLHVQQPPPPQQPLAYPKLQRQKLQNDIASPLPFPQGTHFPQHSQSFPTSSTYSSSVQGGGQGAHSYKSCTAPTAQPHDRPLTASSSLAPGQRVQNLHAYQSGRLSYDQQQQQQQQQQQQQQALQSRHHAQ.... Result: 0 (no interaction).